Dataset: Reaction yield outcomes from USPTO patents with 853,638 reactions. Task: Predict the reaction yield, written as a fraction of the theoretical maximum amount of product (1.0 means a 100% yield; for example, 0.34 means a 34% yield). (1) The reactants are Br[Si](C)(C)C.CC(O[O:10][P:11]([CH2:18][P:19]([CH2:25][CH2:26][CH2:27][CH2:28][CH2:29][CH2:30][CH2:31][CH2:32][CH2:33][CH2:34][CH2:35][CH2:36][CH2:37][CH2:38][CH2:39][CH2:40][CH3:41])([O:21]C(C)C)=[O:20])(=[O:17])[O:12]OC(C)C)C.C(N(CCCC)CCCC)CCC.[Na+:55].[I-].CC(C)=O. The catalyst is CO. The product is [Na+:55].[Na+:55].[Na+:55].[CH2:25]([P:19]([CH2:18][P:11](=[O:10])([O-:17])[O-:12])([OH:21])=[O:20])[CH2:26][CH2:27][CH2:28][CH2:29][CH2:30][CH2:31][CH2:32][CH2:33][CH2:34][CH2:35][CH2:36][CH2:37][CH2:38][CH2:39][CH2:40][CH3:41]. The yield is 0.850. (2) The reactants are [Cl:1][C:2]1[N:3]=[N:4][C:5](Cl)=[CH:6][CH:7]=1.[CH3:9][N:10]1[CH:14]=[C:13](B2OC(C)(C)C(C)(C)O2)[CH:12]=[N:11]1.C(=O)([O-])[O-].[Cs+].[Cs+]. The catalyst is O1CCOCC1.O.C1C=CC([PH+]([C]2[CH][CH][CH][CH]2)C2C=CC=CC=2)=CC=1.C1C=CC([PH+]([C]2[CH][CH][CH][CH]2)C2C=CC=CC=2)=CC=1.C(Cl)Cl.Cl[Pd]Cl.[Fe]. The product is [Cl:1][C:2]1[N:3]=[N:4][C:5]([C:13]2[CH:12]=[N:11][N:10]([CH3:9])[CH:14]=2)=[CH:6][CH:7]=1. The yield is 0.600. (3) The reactants are [Cl:1][C:2]1[CH:7]=[CH:6][C:5]([N:8]2[CH:12]=[C:11]([C:13]([O:15][C:16]([CH3:19])([CH3:18])[CH3:17])=[O:14])[N:10]=[C:9]2[C:20]2[CH:25]=[CH:24][C:23]([Cl:26])=[CH:22][C:21]=2[Cl:27])=[CH:4][CH:3]=1.[Li+].CC([N-]C(C)C)C.[CH3:36][S:37]SC.[NH4+].[Cl-]. The catalyst is C1COCC1. The product is [Cl:1][C:2]1[CH:7]=[CH:6][C:5]([N:8]2[C:12]([S:37][CH3:36])=[C:11]([C:13]([O:15][C:16]([CH3:17])([CH3:18])[CH3:19])=[O:14])[N:10]=[C:9]2[C:20]2[CH:25]=[CH:24][C:23]([Cl:26])=[CH:22][C:21]=2[Cl:27])=[CH:4][CH:3]=1. The yield is 0.900. (4) The reactants are [C:1]1([C:16]2[CH:21]=[CH:20][CH:19]=[CH:18][CH:17]=2)[CH:6]=[CH:5][C:4]([C:7](=O)[CH2:8][C:9]2[CH:14]=[CH:13][CH:12]=[CH:11][CH:10]=2)=[CH:3][CH:2]=1.[CH2:22]([O:24][C:25]1[CH:26]=[C:27]([CH:30]=[C:31]([N+:34]([O-:36])=[O:35])[C:32]=1[OH:33])[CH:28]=O)[CH3:23].[NH2:37][C:38]([NH2:40])=[O:39].Cl. The catalyst is CCO. The product is [C:1]1([C:16]2[CH:21]=[CH:20][CH:19]=[CH:18][CH:17]=2)[CH:6]=[CH:5][C:4]([C:7]2[NH:40][C:38](=[O:39])[NH:37][CH:28]([C:27]3[CH:30]=[C:31]([N+:34]([O-:36])=[O:35])[C:32]([OH:33])=[C:25]([O:24][CH2:22][CH3:23])[CH:26]=3)[C:8]=2[C:9]2[CH:14]=[CH:13][CH:12]=[CH:11][CH:10]=2)=[CH:3][CH:2]=1. The yield is 0.140.